Dataset: Full USPTO retrosynthesis dataset with 1.9M reactions from patents (1976-2016). Task: Predict the reactants needed to synthesize the given product. (1) Given the product [O:49]=[C:43]1[CH:42]([N:36]2[C:35](=[O:19])[C:34]3[C:38](=[CH:39][CH:40]=[C:32]([CH2:31][NH:30][C:10]([C:7]4[CH:6]=[CH:5][C:4]([S:3][CH2:1][CH3:2])=[CH:9][N:8]=4)=[O:12])[CH:33]=3)[C:37]2=[O:41])[CH2:47][CH2:46][C:45](=[O:48])[NH:44]1, predict the reactants needed to synthesize it. The reactants are: [CH2:1]([S:3][C:4]1[CH:5]=[CH:6][C:7]([C:10]([OH:12])=O)=[N:8][CH:9]=1)[CH3:2].C1N=CN(C(N2C=NC=C2)=[O:19])C=1.CS(O)(=O)=O.[NH2:30][CH2:31][C:32]1[CH:33]=[C:34]2[C:38](=[CH:39][CH:40]=1)[C:37](=[O:41])[N:36]([CH:42]1[CH2:47][CH2:46][C:45](=[O:48])[NH:44][C:43]1=[O:49])[CH2:35]2.CCOC(C)=O. (2) Given the product [Cl:1][C:2]1[C:11]2[C:6](=[C:7]([CH3:12])[CH:8]=[CH:9][CH:10]=2)[C:5]([C:13]([NH:22][CH:16]2[CH2:21][CH2:20][CH2:19][CH2:18][CH2:17]2)=[O:15])=[CH:4][N:3]=1, predict the reactants needed to synthesize it. The reactants are: [Cl:1][C:2]1[C:11]2[C:6](=[C:7]([CH3:12])[CH:8]=[CH:9][CH:10]=2)[C:5]([C:13]([OH:15])=O)=[CH:4][N:3]=1.[CH:16]1([NH2:22])[CH2:21][CH2:20][CH2:19][CH2:18][CH2:17]1. (3) Given the product [CH3:31][O:30][C:25]1[CH:24]=[C:23]([O:32][CH3:33])[CH:22]=[C:21]2[C:26]=1[CH:27]=[N:28][C:19]([C:15]1[CH:16]=[C:17]([CH3:18])[C:12]([O:11][CH2:10][CH2:9][OH:8])=[C:13]([CH3:34])[CH:14]=1)=[N:20]2, predict the reactants needed to synthesize it. The reactants are: C([O:8][CH2:9][CH2:10][O:11][C:12]1[C:17]([CH3:18])=[CH:16][C:15]([C:19]2[N:28]=[C:27](Cl)[C:26]3[C:21](=[CH:22][C:23]([O:32][CH3:33])=[CH:24][C:25]=3[O:30][CH3:31])[N:20]=2)=[CH:14][C:13]=1[CH3:34])C1C=CC=CC=1.CO.C([O-])=O.[NH4+]. (4) Given the product [F:48][C:45]([F:46])([F:47])[C:37]1[CH:36]=[C:35]([CH:40]=[C:39]([C:41]([F:42])([F:43])[F:44])[CH:38]=1)[CH2:34][N:27]([CH2:26][C:17]1[CH:18]=[C:19]([C:22]([F:23])([F:24])[F:25])[CH:20]=[CH:21][C:16]=1[C:10]1[C:11]([O:14][CH3:15])=[CH:12][CH:13]=[C:8]([CH:6]([CH3:7])[CH2:5][C:4]([OH:49])=[O:3])[CH:9]=1)[C:28]1[N:29]=[N:30][N:31]([CH3:33])[N:32]=1, predict the reactants needed to synthesize it. The reactants are: C([O:3][C:4](=[O:49])[CH2:5][CH:6]([C:8]1[CH:9]=[C:10]([C:16]2[CH:21]=[CH:20][C:19]([C:22]([F:25])([F:24])[F:23])=[CH:18][C:17]=2[CH2:26][N:27]([CH2:34][C:35]2[CH:40]=[C:39]([C:41]([F:44])([F:43])[F:42])[CH:38]=[C:37]([C:45]([F:48])([F:47])[F:46])[CH:36]=2)[C:28]2[N:29]=[N:30][N:31]([CH3:33])[N:32]=2)[C:11]([O:14][CH3:15])=[CH:12][CH:13]=1)[CH3:7])C.FC(F)(F)C1C=C(C=C(C(F)(F)F)C=1)CN(CC1C=C(C(F)(F)F)C=CC=1C1C(OC)=CC=C(C=CC(O)=O)C=1)C1N=NN(C)N=1. (5) Given the product [Br:7][C:8]1[CH:13]=[C:12]2[CH:14]=[CH:15][NH:19][C:11]2=[CH:10][N:9]=1, predict the reactants needed to synthesize it. The reactants are: [H-].[Al+3].[Li+].[H-].[H-].[H-].[Br:7][C:8]1[CH:13]=[C:12]([CH:14]=[CH:15]N(C)C)[C:11]([N+:19]([O-])=O)=[CH:10][N:9]=1.N.